This data is from Full USPTO retrosynthesis dataset with 1.9M reactions from patents (1976-2016). The task is: Predict the reactants needed to synthesize the given product. (1) Given the product [CH3:18][C:14]1[CH:15]=[C:16]([CH3:17])[N:12]([C@H:9]2[CH2:10][CH2:11][C@H:6]([C:4]([OH:5])=[O:3])[CH2:7][CH2:8]2)[N:13]=1, predict the reactants needed to synthesize it. The reactants are: C([O:3][C:4]([C@H:6]1[CH2:11][CH2:10][C@H:9]([N:12]2[C:16]([CH3:17])=[CH:15][C:14]([CH3:18])=[N:13]2)[CH2:8][CH2:7]1)=[O:5])C.[OH-].[Na+].Cl. (2) Given the product [Br:14][C:11]1[CH:12]=[CH:13][C:8]([O:4][CH:1]([CH3:3])[CH3:2])=[N:9][CH:10]=1, predict the reactants needed to synthesize it. The reactants are: [CH:1]([OH:4])([CH3:3])[CH3:2].[H-].[Na+].F[C:8]1[CH:13]=[CH:12][C:11]([Br:14])=[CH:10][N:9]=1. (3) Given the product [Br:27][C:21]1[CH:22]=[N:23][C:24]2[C:19]([CH:20]=1)=[CH:18][C:17]([CH:15]([C:12]1[N:10]3[N:11]=[C:6]([C:4](=[O:5])[CH3:29])[CH:7]=[CH:8][C:9]3=[N:14][N:13]=1)[CH3:16])=[CH:26][CH:25]=2, predict the reactants needed to synthesize it. The reactants are: CON(C)[C:4]([C:6]1[CH:7]=[CH:8][C:9]2[N:10]([C:12]([CH:15]([C:17]3[CH:18]=[C:19]4[C:24](=[CH:25][CH:26]=3)[N:23]=[CH:22][C:21]([Br:27])=[CH:20]4)[CH3:16])=[N:13][N:14]=2)[N:11]=1)=[O:5].[CH3:29][Mg]I. (4) Given the product [N:17]([CH2:2][C:3]([C:5]1[CH:6]=[C:7]2[C:11](=[CH:12][CH:13]=1)[NH:10][C:9](=[O:14])[CH2:8]2)=[O:4])=[N+:18]=[N-:19], predict the reactants needed to synthesize it. The reactants are: Cl[CH2:2][C:3]([C:5]1[CH:6]=[C:7]2[C:11](=[CH:12][CH:13]=1)[NH:10][C:9](=[O:14])[CH2:8]2)=[O:4].[Na+].[I-].[N-:17]=[N+:18]=[N-:19].[Na+].O. (5) Given the product [C:1]([O:4][C@@H:5]1[C@@H:19]([O:20][C:21](=[O:23])[CH3:22])[C@H:18]([O:24][C:25](=[O:27])[CH3:26])[CH2:17][S:16][C@H:6]1[O:7][C:8]1[CH:13]=[CH:12][C:11]([C:31]2[CH:32]=[CH:33][N:28]=[CH:29][CH:30]=2)=[CH:10][C:9]=1[F:15])(=[O:3])[CH3:2], predict the reactants needed to synthesize it. The reactants are: [C:1]([O:4][C@@H:5]1[C@@H:19]([O:20][C:21](=[O:23])[CH3:22])[C@H:18]([O:24][C:25](=[O:27])[CH3:26])[CH2:17][S:16][C@H:6]1[O:7][C:8]1[CH:13]=[CH:12][C:11](Br)=[CH:10][C:9]=1[F:15])(=[O:3])[CH3:2].[N:28]1[CH:33]=[CH:32][C:31](B(O)O)=[CH:30][CH:29]=1. (6) Given the product [Br:1][C:2]1[CH:19]=[CH:18][C:5]2[O:6][CH2:7][CH:8]([C:12]3[CH:17]=[CH:16][CH:15]=[CH:14][CH:13]=3)[CH2:9][C:10](=[N:26][C:20]#[N:21])[C:4]=2[CH:3]=1, predict the reactants needed to synthesize it. The reactants are: [Br:1][C:2]1[CH:19]=[CH:18][C:5]2[O:6][CH2:7][CH:8]([C:12]3[CH:17]=[CH:16][CH:15]=[CH:14][CH:13]=3)[CH2:9][C:10](=O)[C:4]=2[CH:3]=1.[C:20](=[N:26][Si](C)(C)C)=[N:21][Si](C)(C)C. (7) Given the product [OH:25][CH2:26][C:28]1([CH2:34][CH2:35][CH2:36][CH2:37][CH2:38][CH2:39][CH2:40][CH3:41])[CH2:32][CH2:31][CH2:30][CH:29]1[OH:33], predict the reactants needed to synthesize it. The reactants are: C(OC(C1CCCC1=O)=O)C.[H-].[Na+].C(Br)CCCCCCC.C([O:25][C:26]([C:28]1([CH2:34][CH2:35][CH2:36][CH2:37][CH2:38][CH2:39][CH2:40][CH3:41])[CH2:32][CH2:31][CH2:30][C:29]1=[O:33])=O)C.[BH4-].[Li+].OCC1(CCCCCCCC)CCCC1=O.